The task is: Regression. Given a peptide amino acid sequence and an MHC pseudo amino acid sequence, predict their binding affinity value. This is MHC class I binding data.. This data is from Peptide-MHC class I binding affinity with 185,985 pairs from IEDB/IMGT. (1) The peptide sequence is SHEGEGIPL. The MHC is HLA-B08:03 with pseudo-sequence HLA-B08:03. The binding affinity (normalized) is 0.0847. (2) The peptide sequence is NGAVAVLKY. The MHC is HLA-A23:01 with pseudo-sequence HLA-A23:01. The binding affinity (normalized) is 0. (3) The peptide sequence is LQIVRFTDY. The MHC is HLA-A01:01 with pseudo-sequence HLA-A01:01. The binding affinity (normalized) is 0.0847. (4) The peptide sequence is MPSEDGAEA. The MHC is HLA-B07:02 with pseudo-sequence HLA-B07:02. The binding affinity (normalized) is 0.433. (5) The peptide sequence is AAQLQAVPG. The MHC is HLA-A02:02 with pseudo-sequence HLA-A02:02. The binding affinity (normalized) is 0.208. (6) The peptide sequence is FLIFVLLAMA. The MHC is HLA-A01:01 with pseudo-sequence HLA-A01:01. The binding affinity (normalized) is 0.170. (7) The peptide sequence is YVDIDVYCI. The MHC is HLA-A24:02 with pseudo-sequence HLA-A24:02. The binding affinity (normalized) is 0.202.